This data is from Reaction yield outcomes from USPTO patents with 853,638 reactions. The task is: Predict the reaction yield, written as a fraction of the theoretical maximum amount of product (1.0 means a 100% yield; for example, 0.34 means a 34% yield). The reactants are [C:1]([Si:3]([CH3:6])([CH3:5])[CH3:4])#[CH:2].[Cl:7][C:8]1[N:25]=[CH:24][CH:23]=[C:22](I)[C:9]=1[C:10]([NH:12][CH2:13][C:14]1[CH:19]=[CH:18][C:17]([F:20])=[C:16]([F:21])[CH:15]=1)=[O:11]. The catalyst is CCN(C(C)C)C(C)C.CN(C=O)C.Cl[Pd](Cl)([P](C1C=CC=CC=1)(C1C=CC=CC=1)C1C=CC=CC=1)[P](C1C=CC=CC=1)(C1C=CC=CC=1)C1C=CC=CC=1.[Cu]I. The product is [Cl:7][C:8]1[N:25]=[CH:24][CH:23]=[C:22]([C:2]#[C:1][Si:3]([CH3:6])([CH3:5])[CH3:4])[C:9]=1[C:10]([NH:12][CH2:13][C:14]1[CH:19]=[CH:18][C:17]([F:20])=[C:16]([F:21])[CH:15]=1)=[O:11]. The yield is 0.600.